Dataset: NCI-60 drug combinations with 297,098 pairs across 59 cell lines. Task: Regression. Given two drug SMILES strings and cell line genomic features, predict the synergy score measuring deviation from expected non-interaction effect. (1) Drug 1: CC(C1=C(C=CC(=C1Cl)F)Cl)OC2=C(N=CC(=C2)C3=CN(N=C3)C4CCNCC4)N. Cell line: MCF7. Drug 2: CN(CCCl)CCCl.Cl. Synergy scores: CSS=16.8, Synergy_ZIP=-6.90, Synergy_Bliss=-3.46, Synergy_Loewe=-15.7, Synergy_HSA=-3.80. (2) Drug 1: CCC(=C(C1=CC=CC=C1)C2=CC=C(C=C2)OCCN(C)C)C3=CC=CC=C3.C(C(=O)O)C(CC(=O)O)(C(=O)O)O. Drug 2: CCN(CC)CCCC(C)NC1=C2C=C(C=CC2=NC3=C1C=CC(=C3)Cl)OC. Cell line: SNB-19. Synergy scores: CSS=16.8, Synergy_ZIP=-0.182, Synergy_Bliss=4.06, Synergy_Loewe=-7.33, Synergy_HSA=0.883. (3) Drug 2: CCCS(=O)(=O)NC1=C(C(=C(C=C1)F)C(=O)C2=CNC3=C2C=C(C=N3)C4=CC=C(C=C4)Cl)F. Drug 1: C1=CC(=C2C(=C1NCCNCCO)C(=O)C3=C(C=CC(=C3C2=O)O)O)NCCNCCO. Synergy scores: CSS=38.3, Synergy_ZIP=3.60, Synergy_Bliss=2.53, Synergy_Loewe=-18.7, Synergy_HSA=-0.235. Cell line: RPMI-8226. (4) Drug 1: C1=CC(=CC=C1CC(C(=O)O)N)N(CCCl)CCCl.Cl. Drug 2: CC1=C(C=C(C=C1)C(=O)NC2=CC(=CC(=C2)C(F)(F)F)N3C=C(N=C3)C)NC4=NC=CC(=N4)C5=CN=CC=C5. Cell line: CAKI-1. Synergy scores: CSS=13.1, Synergy_ZIP=-11.6, Synergy_Bliss=-11.5, Synergy_Loewe=-7.82, Synergy_HSA=-7.51. (5) Drug 1: CC1=C(C(=O)C2=C(C1=O)N3CC4C(C3(C2COC(=O)N)OC)N4)N. Drug 2: C1CCC(C(C1)N)N.C(=O)(C(=O)[O-])[O-].[Pt+4]. Cell line: SN12C. Synergy scores: CSS=14.8, Synergy_ZIP=-7.90, Synergy_Bliss=-1.99, Synergy_Loewe=-3.14, Synergy_HSA=-2.01. (6) Drug 2: C1=CC=C(C(=C1)C(C2=CC=C(C=C2)Cl)C(Cl)Cl)Cl. Synergy scores: CSS=4.70, Synergy_ZIP=0.190, Synergy_Bliss=-0.254, Synergy_Loewe=-1.61, Synergy_HSA=-2.10. Cell line: HCT-15. Drug 1: CC1=C(C=C(C=C1)NC2=NC=CC(=N2)N(C)C3=CC4=NN(C(=C4C=C3)C)C)S(=O)(=O)N.Cl. (7) Drug 1: COC1=C(C=C2C(=C1)N=CN=C2NC3=CC(=C(C=C3)F)Cl)OCCCN4CCOCC4. Drug 2: C(CC(=O)O)C(=O)CN.Cl. Cell line: NCIH23. Synergy scores: CSS=24.2, Synergy_ZIP=-8.08, Synergy_Bliss=0.755, Synergy_Loewe=3.28, Synergy_HSA=4.24.